Task: Predict the product of the given reaction.. Dataset: Forward reaction prediction with 1.9M reactions from USPTO patents (1976-2016) (1) Given the reactants [NH2:1][C:2]1[C:7]([OH:8])=[C:6]([Br:9])[C:5]([C:10]2[CH:15]=[CH:14][CH:13]=[CH:12][CH:11]=2)=[C:4]([CH3:16])[C:3]=1[C:17]#[N:18].C(N([CH:25]([CH3:27])[CH3:26])CC)(C)C.[CH:28]1([C:31](Cl)=[O:32])[CH2:30][CH2:29]1.[C:34](OCC)(=[O:36])C, predict the reaction product. The product is: [CH:28]1([C:31]([O:8][C:7]2[C:6]([Br:9])=[C:5]([C:10]3[CH:15]=[CH:14][CH:13]=[CH:12][CH:11]=3)[C:4]([CH3:16])=[C:3]([C:17]#[N:18])[C:2]=2[NH:1][C:34]([CH:25]2[CH2:27][CH2:26]2)=[O:36])=[O:32])[CH2:30][CH2:29]1. (2) Given the reactants COC(C1C=C(O)C2C(=C(OCC3C=CC=CC=3)C=C(C#CCOCC3C=CC=CC=3)C=2)N=1)=O.[CH3:35][O:36][C:37]([C:39]1[CH:48]=[C:47]([OH:49])[C:46]2[C:41](=[C:42]([C:52]#[N:53])[CH:43]=[C:44]([C:50]#[CH:51])[CH:45]=2)[N:40]=1)=[O:38], predict the reaction product. The product is: [CH3:35][O:36][C:37]([C:39]1[CH:48]=[C:47]([OH:49])[C:46]2[C:41](=[C:42]([C:52]#[N:53])[CH:43]=[C:44]([CH2:50][CH3:51])[CH:45]=2)[N:40]=1)=[O:38].